This data is from Peptide-MHC class II binding affinity with 134,281 pairs from IEDB. The task is: Regression. Given a peptide amino acid sequence and an MHC pseudo amino acid sequence, predict their binding affinity value. This is MHC class II binding data. (1) The MHC is HLA-DQA10301-DQB10302 with pseudo-sequence HLA-DQA10301-DQB10302. The peptide sequence is EKKYFAATQLEPLAA. The binding affinity (normalized) is 0.363. (2) The MHC is HLA-DPA10301-DPB10402 with pseudo-sequence HLA-DPA10301-DPB10402. The peptide sequence is EIVDLMCHAT. The binding affinity (normalized) is 0.366. (3) The peptide sequence is AAPAAGYTPATPAAP. The MHC is DRB3_0101 with pseudo-sequence DRB3_0101. The binding affinity (normalized) is 0.0286. (4) The peptide sequence is ANERADLIAYLQQATK. The MHC is H-2-IEk with pseudo-sequence H-2-IEk. The binding affinity (normalized) is 0.597. (5) The MHC is HLA-DQA10102-DQB10602 with pseudo-sequence HLA-DQA10102-DQB10602. The peptide sequence is MKSSWGAIWRIDPKK. The binding affinity (normalized) is 0.515. (6) The peptide sequence is RVVHLYRNGKDQDGD. The MHC is DRB1_1501 with pseudo-sequence DRB1_1501. The binding affinity (normalized) is 0.665.